This data is from Forward reaction prediction with 1.9M reactions from USPTO patents (1976-2016). The task is: Predict the product of the given reaction. (1) Given the reactants [CH2:1]([O:3][C:4](=[O:19])[CH2:5][C:6]1[C:15]2[C:10](=[CH:11][CH:12]=[C:13]([O:16][CH3:17])[CH:14]=2)[CH2:9][CH2:8][C:7]=1[Cl:18])[CH3:2].ClC1C(=O)C(C#N)=C(C#N)C(=O)C=1Cl.CO, predict the reaction product. The product is: [CH2:1]([O:3][C:4](=[O:19])[CH2:5][C:6]1[C:15]2[C:10](=[CH:11][CH:12]=[C:13]([O:16][CH3:17])[CH:14]=2)[CH:9]=[CH:8][C:7]=1[Cl:18])[CH3:2]. (2) Given the reactants [Br:1][C:2]1[CH:3]=[C:4]([C:21]([O:23]C)=O)[C:5]2[NH:6][C:7]3[CH:8]=[C:9]([N:15]4[CH2:20][CH2:19][O:18][CH2:17][CH2:16]4)[CH:10]=[CH:11][C:12]=3[C:13]=2[N:14]=1.[NH3:25], predict the reaction product. The product is: [Br:1][C:2]1[CH:3]=[C:4]([C:21]([NH2:25])=[O:23])[C:5]2[NH:6][C:7]3[CH:8]=[C:9]([N:15]4[CH2:16][CH2:17][O:18][CH2:19][CH2:20]4)[CH:10]=[CH:11][C:12]=3[C:13]=2[N:14]=1. (3) Given the reactants Br[C:2]1[C:7]([CH3:8])=[CH:6][N:5]=[C:4]([C:9]2[CH:14]=[CH:13][CH:12]=[CH:11][CH:10]=2)[CH:3]=1.[CH3:15][O:16][C:17]([C:19]1[N:20]([S:33]([C:36]2[C:41]([CH3:42])=[CH:40][C:39]([CH3:43])=[CH:38][C:37]=2[CH3:44])(=[O:35])=[O:34])[CH:21]=[C:22](B2OC(C)(C)C(C)(C)O2)[CH:23]=1)=[O:18].C([O-])([O-])=O.[Na+].[Na+], predict the reaction product. The product is: [CH3:15][O:16][C:17]([C:19]1[N:20]([S:33]([C:36]2[C:41]([CH3:42])=[CH:40][C:39]([CH3:43])=[CH:38][C:37]=2[CH3:44])(=[O:34])=[O:35])[CH:21]=[C:22]([C:2]2[C:7]([CH3:8])=[CH:6][N:5]=[C:4]([C:9]3[CH:14]=[CH:13][CH:12]=[CH:11][CH:10]=3)[CH:3]=2)[CH:23]=1)=[O:18]. (4) Given the reactants [NH:1]1[CH:5]=[CH:4][N:3]=[CH:2]1.[Br:6][CH2:7][CH2:8][CH2:9]Br.[H-].[Na+], predict the reaction product. The product is: [Br:6][CH2:7][CH2:8][CH2:9][N:1]1[CH:5]=[CH:4][N:3]=[CH:2]1. (5) Given the reactants F[C:2]1[CH:9]=[CH:8][CH:7]=[CH:6][C:3]=1[CH:4]=[O:5].[CH2:10]1[C:14]2([CH2:18][CH2:17][NH:16][CH2:15]2)[CH2:13][CH2:12][N:11]1C(OC(C)(C)C)=O, predict the reaction product. The product is: [CH2:10]1[C:14]2([CH2:18][CH2:17][NH:16][CH2:15]2)[CH2:13][CH2:12][N:11]1[C:2]1[CH:9]=[CH:8][CH:7]=[CH:6][C:3]=1[CH:4]=[O:5]. (6) Given the reactants [OH:1][CH2:2][C:3]1[C:11]2[O:10][N:9]=[C:8]([CH2:12][CH2:13][CH:14]3[CH2:19][CH2:18][N:17]([C:20]([O:22][C:23]([CH3:26])([CH3:25])[CH3:24])=[O:21])[CH2:16][CH2:15]3)[C:7]=2[CH:6]=[CH:5][C:4]=1[CH:27]=[CH2:28].[O:29]1[CH:34]=[CH:33][CH2:32][CH2:31][CH2:30]1.C1(C)C=CC(S([O-])(=O)=O)=CC=1.[NH+]1C=CC=CC=1.[C@@]12(CS(O)(=O)=O)C(C)(C)C(CC1)CC2=O.C(=O)(O)[O-].[Na+], predict the reaction product. The product is: [O:29]1[CH2:34][CH2:33][CH2:32][CH2:31][CH:30]1[O:1][CH2:2][C:3]1[C:11]2[O:10][N:9]=[C:8]([CH2:12][CH2:13][CH:14]3[CH2:15][CH2:16][N:17]([C:20]([O:22][C:23]([CH3:24])([CH3:26])[CH3:25])=[O:21])[CH2:18][CH2:19]3)[C:7]=2[CH:6]=[CH:5][C:4]=1[CH:27]=[CH2:28]. (7) Given the reactants Br[C:2]1[CH2:6][CH2:5][CH2:4][C:3]=1[N:7]1[C:15]2[CH:14]=[CH:13][C:12]([CH3:16])=[CH:11][C:10]=2[C:9]2[CH2:17][N:18]([CH3:21])[CH2:19][CH2:20][C:8]1=2.[C:22]1(B(O)O)[C:31]2[C:26](=[CH:27][CH:28]=[CH:29][CH:30]=2)[CH:25]=[CH:24][CH:23]=1.C(=O)([O-])[O-].[K+].[K+].COCCOC, predict the reaction product. The product is: [CH3:21][N:18]1[CH2:19][CH2:20][C:8]2[N:7]([C:3]3[CH2:4][CH2:5][CH2:6][C:2]=3[C:22]3[C:31]4[C:26](=[CH:27][CH:28]=[CH:29][CH:30]=4)[CH:25]=[CH:24][CH:23]=3)[C:15]3[CH:14]=[CH:13][C:12]([CH3:16])=[CH:11][C:10]=3[C:9]=2[CH2:17]1.